From a dataset of Full USPTO retrosynthesis dataset with 1.9M reactions from patents (1976-2016). Predict the reactants needed to synthesize the given product. (1) Given the product [NH:29]1[C:30]([CH2:33][NH:1][C:2]2[CH:3]=[C:4]3[C:9](=[C:10]([C:12]([N:14]([CH3:15])[CH3:16])=[O:13])[CH:11]=2)[N:8]=[CH:7][C:6]([C:17]#[N:18])=[C:5]3[NH:19][C:20]2[CH:25]=[CH:24][C:23]([F:26])=[C:22]([Cl:27])[CH:21]=2)=[CH:31][CH:32]=[N:28]1, predict the reactants needed to synthesize it. The reactants are: [NH2:1][C:2]1[CH:3]=[C:4]2[C:9](=[C:10]([C:12]([N:14]([CH3:16])[CH3:15])=[O:13])[CH:11]=1)[N:8]=[CH:7][C:6]([C:17]#[N:18])=[C:5]2[NH:19][C:20]1[CH:25]=[CH:24][C:23]([F:26])=[C:22]([Cl:27])[CH:21]=1.[NH:28]1[CH:32]=[CH:31][C:30]([CH:33]=O)=[N:29]1.[BH3-]C#N.[Na+]. (2) Given the product [Cl:22][C:23]1[S:24][C:25]([Cl:30])=[C:26]([CH2:28][O:1][N:2]=[C:3]([C:10]2[N:14]([CH3:15])[N:13]=[N:12][N:11]=2)[C:4]2[CH:5]=[CH:6][CH:7]=[CH:8][CH:9]=2)[N:27]=1, predict the reactants needed to synthesize it. The reactants are: [OH:1][N:2]=[C:3]([C:10]1[N:14]([CH3:15])[N:13]=[N:12][N:11]=1)[C:4]1[CH:9]=[CH:8][CH:7]=[CH:6][CH:5]=1.C([O-])([O-])=O.[Cs+].[Cs+].[Cl:22][C:23]1[S:24][C:25]([Cl:30])=[C:26]([CH2:28]Cl)[N:27]=1.